From a dataset of Merck oncology drug combination screen with 23,052 pairs across 39 cell lines. Regression. Given two drug SMILES strings and cell line genomic features, predict the synergy score measuring deviation from expected non-interaction effect. (1) Drug 1: CC(C)CC(NC(=O)C(Cc1ccccc1)NC(=O)c1cnccn1)B(O)O. Drug 2: CCC1(O)C(=O)OCc2c1cc1n(c2=O)Cc2cc3c(CN(C)C)c(O)ccc3nc2-1. Cell line: HCT116. Synergy scores: synergy=-2.20. (2) Drug 1: CN1C(=O)C=CC2(C)C3CCC4(C)C(NC(=O)OCC(F)(F)F)CCC4C3CCC12. Drug 2: COC1CC2CCC(C)C(O)(O2)C(=O)C(=O)N2CCCCC2C(=O)OC(C(C)CC2CCC(OP(C)(C)=O)C(OC)C2)CC(=O)C(C)C=C(C)C(O)C(OC)C(=O)C(C)CC(C)C=CC=CC=C1C. Cell line: PA1. Synergy scores: synergy=11.1.